This data is from Forward reaction prediction with 1.9M reactions from USPTO patents (1976-2016). The task is: Predict the product of the given reaction. Given the reactants [Br:1][C:2]1[C:3]([OH:11])=[CH:4][C:5]([Cl:10])=[C:6]([CH:9]=1)[C:7]#[N:8].[C:12](=O)([O-])[O-].[Cs+].[Cs+].CI, predict the reaction product. The product is: [Br:1][C:2]1[C:3]([O:11][CH3:12])=[CH:4][C:5]([Cl:10])=[C:6]([CH:9]=1)[C:7]#[N:8].